Task: Predict the product of the given reaction.. Dataset: Forward reaction prediction with 1.9M reactions from USPTO patents (1976-2016) (1) Given the reactants [CH2:1]([N:4]1[C:9]2[C:10]3[CH:16]=[C:15]([CH2:17][N:18]4[CH2:23][CH2:22][O:21][CH2:20][CH2:19]4)[N:14]([S:24]([C:27]4[CH:32]=[CH:31][CH:30]=[CH:29][CH:28]=4)(=[O:26])=[O:25])[C:11]=3[N:12]=[CH:13][C:8]=2[CH2:7][N:6]([C:33]2[C:38]([F:39])=[C:37]([O:40][CH3:41])[CH:36]=[C:35]([O:42][CH3:43])[C:34]=2[F:44])[C:5]1=[O:45])[CH:2]=[CH2:3], predict the reaction product. The product is: [F:44][C:34]1[C:35]([O:42][CH3:43])=[CH:36][C:37]([O:40][CH3:41])=[C:38]([F:39])[C:33]=1[N:6]1[CH2:7][C:8]2[CH:13]=[N:12][C:11]3[N:14]([S:24]([C:27]4[CH:28]=[CH:29][CH:30]=[CH:31][CH:32]=4)(=[O:26])=[O:25])[C:15]([CH2:17][N:18]4[CH2:19][CH2:20][O:21][CH2:22][CH2:23]4)=[CH:16][C:10]=3[C:9]=2[N:4]([CH2:1][CH2:2][CH3:3])[C:5]1=[O:45]. (2) Given the reactants [NH2:1][C:2]1[CH:10]=[C:9]([F:11])[CH:8]=[CH:7][C:3]=1[C:4]([OH:6])=O.C1N=CN(C(N2C=NC=C2)=O)C=1.Cl.[NH2:25][CH:26]1[CH2:31][CH2:30][C:29](=[O:32])[NH:28][C:27]1=[O:33].C(=O)([O-])O.[Na+], predict the reaction product. The product is: [NH2:1][C:2]1[CH:10]=[C:9]([F:11])[CH:8]=[CH:7][C:3]=1[C:4]([NH:25][CH:26]1[CH2:31][CH2:30][C:29](=[O:32])[NH:28][C:27]1=[O:33])=[O:6]. (3) Given the reactants [C:1]([OH:4])(=O)[CH3:2].[C:5]1([C:11]#[C:12][C:13]2[CH:31]=[CH:30][C:16]([C:17]([NH:19][C:20]3[CH:25]=[CH:24][CH:23]=[CH:22][C:21]=3[S:26](=[O:29])(=[O:28])[NH2:27])=[O:18])=[CH:15][CH:14]=2)[CH:10]=[CH:9][CH:8]=[CH:7][CH:6]=1, predict the reaction product. The product is: [C:5]1([C:11]#[C:12][C:13]2[CH:31]=[CH:30][C:16]([C:17]([NH:19][C:20]3[CH:25]=[CH:24][CH:23]=[CH:22][C:21]=3[S:26]([NH:27][C:1](=[O:4])[CH3:2])(=[O:28])=[O:29])=[O:18])=[CH:15][CH:14]=2)[CH:6]=[CH:7][CH:8]=[CH:9][CH:10]=1. (4) Given the reactants [CH3:1][C:2]1[CH:7]=[CH:6][C:5]([C:8]2[O:12][N:11]=[CH:10][C:9]=2[C:13](Cl)=[O:14])=[CH:4][CH:3]=1.[C:16]1([C:22]2([C:28]#[N:29])[CH2:27][CH2:26][NH:25][CH2:24][CH2:23]2)[CH:21]=[CH:20][CH:19]=[CH:18][CH:17]=1, predict the reaction product. The product is: [CH3:1][C:2]1[CH:7]=[CH:6][C:5]([C:8]2[O:12][N:11]=[CH:10][C:9]=2[C:13]([N:25]2[CH2:24][CH2:23][C:22]([C:16]3[CH:21]=[CH:20][CH:19]=[CH:18][CH:17]=3)([C:28]#[N:29])[CH2:27][CH2:26]2)=[O:14])=[CH:4][CH:3]=1. (5) The product is: [F:22][C:23]([F:36])([F:35])[S:24]([O:11][C:9]1[CH:8]=[CH:7][CH:6]=[C:5]2[C:10]=1[N:1]=[CH:2][CH:3]=[CH:4]2)(=[O:26])=[O:25]. Given the reactants [N:1]1[C:10]2[C:5](=[CH:6][CH:7]=[CH:8][C:9]=2[OH:11])[CH:4]=[CH:3][CH:2]=1.C(Cl)Cl.C(N(CC)CC)C.[F:22][C:23]([F:36])([F:35])[S:24](O[S:24]([C:23]([F:36])([F:35])[F:22])(=[O:26])=[O:25])(=[O:26])=[O:25], predict the reaction product. (6) Given the reactants Cl.[F:2][C:3]1[CH:10]=[CH:9][CH:8]=[C:7]([O:11][CH2:12][CH:13]2[CH2:18][CH2:17][NH:16][CH2:15][CH2:14]2)[C:4]=1[C:5]#[N:6].[Cl:19][C:20]1[CH:28]=[CH:27][CH:26]=[CH:25][C:21]=1[C:22](Cl)=[O:23].C(N(CC)CC)C, predict the reaction product. The product is: [Cl:19][C:20]1[CH:28]=[CH:27][CH:26]=[CH:25][C:21]=1[C:22]([N:16]1[CH2:17][CH2:18][CH:13]([CH2:12][O:11][C:7]2[CH:8]=[CH:9][CH:10]=[C:3]([F:2])[C:4]=2[C:5]#[N:6])[CH2:14][CH2:15]1)=[O:23].